This data is from CYP3A4 inhibition data for predicting drug metabolism from PubChem BioAssay. The task is: Regression/Classification. Given a drug SMILES string, predict its absorption, distribution, metabolism, or excretion properties. Task type varies by dataset: regression for continuous measurements (e.g., permeability, clearance, half-life) or binary classification for categorical outcomes (e.g., BBB penetration, CYP inhibition). Dataset: cyp3a4_veith. (1) The result is 0 (non-inhibitor). The molecule is CC(=O)O[C@H]1C[C@@H](O[C@H]2[C@@H](O)C[C@@H](O[C@H]3[C@@H](O)C[C@@H](O[C@@H]4CC[C@@]5(C)[C@@H](CC[C@@]6(C)[C@@]7(O)CC[C@H](C8=CC(=O)OC8)[C@@]7(C)[C@@H](O)C[C@]56C)C4)O[C@H]3C)O[C@H]2C)O[C@@H](C)[C@H]1O[C@H]1O[C@@H](CO)[C@@H](O)[C@@H](O)[C@@H]1O. (2) The molecule is c1ncc(-c2ccc3c(c2)OCO3)c(NCCc2cnc[nH]2)n1. The result is 1 (inhibitor). (3) The compound is Cc1ccc(C(=O)Nc2cc(Cl)ccc2OC(=O)c2ccc(C)cc2)cc1. The result is 0 (non-inhibitor). (4) The compound is CCc1cc2cc(C)c(C)cc2nc1SCC(=O)NNC(=O)c1ccco1. The result is 1 (inhibitor).